Dataset: Forward reaction prediction with 1.9M reactions from USPTO patents (1976-2016). Task: Predict the product of the given reaction. (1) The product is: [NH2:5][C:6]1[CH:11]=[CH:10][C:9]([NH:12][S:13]([CH3:16])(=[O:14])=[O:15])=[CH:8][C:7]=1[S:2]([NH2:3])(=[O:1])=[O:18]. Given the reactants [O:1]=[S:2]1(=[O:18])[C:7]2[CH:8]=[C:9]([NH:12][S:13]([CH3:16])(=[O:15])=[O:14])[CH:10]=[CH:11][C:6]=2[NH:5]C(=O)[NH:3]1, predict the reaction product. (2) Given the reactants [F:1][C:2]1[CH:7]=[CH:6][C:5]([C:8]2[C:17]([N:18]([CH:20]([CH3:22])[CH3:21])[CH3:19])=[N:16][C:15]3[C:10](=[CH:11][C:12]([OH:27])=[C:13]([C:23]([O:25]C)=[O:24])[CH:14]=3)[N:9]=2)=[CH:4][CH:3]=1.[OH-].[Na+], predict the reaction product. The product is: [F:1][C:2]1[CH:3]=[CH:4][C:5]([C:8]2[C:17]([N:18]([CH:20]([CH3:22])[CH3:21])[CH3:19])=[N:16][C:15]3[C:10](=[CH:11][C:12]([OH:27])=[C:13]([C:23]([OH:25])=[O:24])[CH:14]=3)[N:9]=2)=[CH:6][CH:7]=1. (3) Given the reactants FC(F)(F)C([O-])=O.[Cl:8][C:9]1[CH:22]=[C:21]([Cl:23])[CH:20]=[CH:19][C:10]=1[O:11][CH2:12][CH2:13][CH2:14][NH2+:15][CH2:16][C:17]#[CH:18].O=[CH:25][CH2:26][CH2:27][NH:28][C:29](=[O:35])[O:30][C:31]([CH3:34])([CH3:33])[CH3:32].CCN(C(C)C)C(C)C.C(O)(=O)C.C(O[BH-](OC(=O)C)OC(=O)C)(=O)C.[Na+], predict the reaction product. The product is: [Cl:8][C:9]1[CH:22]=[C:21]([Cl:23])[CH:20]=[CH:19][C:10]=1[O:11][CH2:12][CH2:13][CH2:14][N:15]([CH2:16][C:17]#[CH:18])[CH2:25][CH2:26][CH2:27][NH:28][C:29](=[O:35])[O:30][C:31]([CH3:34])([CH3:33])[CH3:32]. (4) Given the reactants Cl[C:2]1[CH:3]=[C:4]([NH:9][C@@H:10]2[C@@H:14]([C:15]3[CH:20]=[CH:19][C:18]([F:21])=[CH:17][CH:16]=3)[CH2:13][N:12]([S:22]([C:25]3[N:26]=[CH:27][N:28]([CH3:30])[CH:29]=3)(=[O:24])=[O:23])[CH2:11]2)[CH:5]=[CH:6][C:7]=1[F:8].[N:31]1[CH:36]=[CH:35][CH:34]=[C:33](B(O)O)[CH:32]=1.C1(P(C2CCCCC2)C2CCCCC2)CCCCC1.P([O-])([O-])([O-])=O.[K+].[K+].[K+], predict the reaction product. The product is: [F:21][C:18]1[CH:19]=[CH:20][C:15]([C@H:14]2[CH2:13][N:12]([S:22]([C:25]3[N:26]=[CH:27][N:28]([CH3:30])[CH:29]=3)(=[O:24])=[O:23])[CH2:11][C@@H:10]2[NH:9][C:4]2[CH:5]=[CH:6][C:7]([F:8])=[C:2]([C:33]3[CH:32]=[N:31][CH:36]=[CH:35][CH:34]=3)[CH:3]=2)=[CH:16][CH:17]=1. (5) The product is: [CH3:1][C:2]1[CH:3]=[C:4]([CH:29]=[C:30]([CH3:32])[CH:31]=1)[CH2:5][O:6][CH2:7][CH:8]([C:23]1[CH:28]=[CH:27][CH:26]=[CH:25][CH:24]=1)[CH2:9][NH:10][C:11]([CH2:13][CH2:14][NH:15][C:16](=[O:22])[O:17][C:18]([CH3:21])([CH3:20])[CH3:19])=[O:12].[ClH:41].[CH3:1][C:2]1[CH:3]=[C:4]([CH:29]=[C:30]([CH3:32])[CH:31]=1)[CH2:5][O:6][CH2:7][CH:8]([C:23]1[CH:28]=[CH:27][CH:26]=[CH:25][CH:24]=1)[CH2:9][NH2:10].[CH3:34][CH2:33][N:35]=[C:9]=[N:10][CH2:11][CH2:13][CH2:14][N:15]([CH3:16])[CH3:40].[ClH:41]. Given the reactants [CH3:1][C:2]1[CH:3]=[C:4]([CH:29]=[C:30]([CH3:32])[CH:31]=1)[CH2:5][O:6][CH2:7][CH:8]([C:23]1[CH:28]=[CH:27][CH:26]=[CH:25][CH:24]=1)[CH2:9][NH:10][C:11]([CH2:13][CH2:14][NH:15][C:16](=[O:22])[O:17][C:18]([CH3:21])([CH3:20])[CH3:19])=[O:12].[CH2:33]([N:35](CC)CC)[CH3:34].[CH2:40](Cl)[Cl:41], predict the reaction product. (6) Given the reactants [CH:1]([O:4][C:5]1[S:9][C:8]([CH2:10][C:11]2[CH:16]=[CH:15][C:14]([NH2:17])=[CH:13][CH:12]=2)=[CH:7][CH:6]=1)([CH3:3])[CH3:2].S(O)(O)(=O)=O.Cl[C:24]1[NH:25][CH2:26][CH2:27][N:28]=1, predict the reaction product. The product is: [CH:1]([O:4][C:5]1[S:9][C:8]([CH2:10][C:11]2[CH:12]=[CH:13][C:14]([NH:17][C:24]3[NH:28][CH2:27][CH2:26][N:25]=3)=[CH:15][CH:16]=2)=[CH:7][CH:6]=1)([CH3:3])[CH3:2].